This data is from Forward reaction prediction with 1.9M reactions from USPTO patents (1976-2016). The task is: Predict the product of the given reaction. (1) The product is: [N:35]1[CH:36]=[CH:37][C:32]([NH:29][C:30]([N:9]2[CH2:10][CH:11]([CH2:23][C:24]([CH3:25])([CH3:27])[CH3:26])[C:12]([C:15]3[CH:20]=[CH:19][C:18]([Cl:21])=[CH:17][C:16]=3[F:22])([C:13]#[N:14])[CH:8]2[C:4]2[CH:5]=[CH:6][CH:7]=[C:2]([Cl:1])[C:3]=2[F:28])=[O:31])=[CH:33][CH:34]=1. Given the reactants [Cl:1][C:2]1[C:3]([F:28])=[C:4]([CH:8]2[C:12]([C:15]3[CH:20]=[CH:19][C:18]([Cl:21])=[CH:17][C:16]=3[F:22])([C:13]#[N:14])[CH:11]([CH2:23][C:24]([CH3:27])([CH3:26])[CH3:25])[CH2:10][NH:9]2)[CH:5]=[CH:6][CH:7]=1.[N:29]([C:32]1[CH:37]=[CH:36][N:35]=[CH:34][CH:33]=1)=[C:30]=[O:31], predict the reaction product. (2) Given the reactants [N+:1]([C:4]1[CH:5]=[C:6]([OH:10])[CH:7]=[CH:8][CH:9]=1)([O-:3])=[O:2].C([O-])([O-])=O.[K+].[K+].[Cl:17][C:18]1[N:27]=[C:26](Cl)[C:25]2[C:20](=[CH:21][CH:22]=[CH:23][CH:24]=2)[N:19]=1, predict the reaction product. The product is: [Cl:17][C:18]1[N:27]=[C:26]([O:10][C:6]2[CH:7]=[CH:8][CH:9]=[C:4]([N+:1]([O-:3])=[O:2])[CH:5]=2)[C:25]2[C:20](=[CH:21][CH:22]=[CH:23][CH:24]=2)[N:19]=1. (3) Given the reactants [Cl:1][C:2]1[CH:7]=[CH:6][CH:5]=[C:4]([Cl:8])[C:3]=1O.[Cl:10][CH2:11][C:12]([NH:14][C:15]1[CH:20]=[CH:19][C:18]([CH3:21])=[CH:17][CH:16]=1)=[O:13], predict the reaction product. The product is: [Cl:1][C:2]1[CH:7]=[CH:6][CH:5]=[C:4]([Cl:8])[C:3]=1[N:14]([C:12](=[O:13])[CH2:11][Cl:10])[C:15]1[CH:16]=[CH:17][C:18]([CH3:21])=[CH:19][CH:20]=1. (4) Given the reactants [CH2:1]([C:5]1[C:6]([CH3:14])=[CH:7][C:8]([C:11]([OH:13])=O)=[N:9][CH:10]=1)[CH:2]([CH3:4])[CH3:3].C([O:22][C:23]1[C:32]([CH3:33])=[CH:31][C:26]([C:27]([NH:29][NH2:30])=O)=[CH:25][C:24]=1[CH2:34][CH3:35])C1C=CC=CC=1, predict the reaction product. The product is: [CH2:34]([C:24]1[CH:25]=[C:26]([C:27]2[O:13][C:11]([C:8]3[CH:7]=[C:6]([CH3:14])[C:5]([CH2:1][CH:2]([CH3:3])[CH3:4])=[CH:10][N:9]=3)=[N:30][N:29]=2)[CH:31]=[C:32]([CH3:33])[C:23]=1[OH:22])[CH3:35]. (5) Given the reactants O.[ClH:2].[OH:3][C:4]([C:34]1[CH:39]=[CH:38][CH:37]=[CH:36][CH:35]=1)([C:28]1[CH:33]=[CH:32][CH:31]=[CH:30][CH:29]=1)[CH:5]1[CH2:10][CH2:9][N:8]([CH2:11][CH2:12][CH2:13][CH:14]([C:16]2[CH:21]=[CH:20][C:19]([C:22]([CH3:27])([CH3:26])[C:23]([OH:25])=[O:24])=[CH:18][CH:17]=2)[OH:15])[CH2:7][CH2:6]1.O, predict the reaction product. The product is: [ClH:2].[OH:3][C:4]([C:34]1[CH:35]=[CH:36][CH:37]=[CH:38][CH:39]=1)([C:28]1[CH:29]=[CH:30][CH:31]=[CH:32][CH:33]=1)[CH:5]1[CH2:10][CH2:9][N:8]([CH2:11][CH2:12][CH2:13][CH:14]([C:16]2[CH:21]=[CH:20][C:19]([C:22]([CH3:27])([CH3:26])[C:23]([OH:25])=[O:24])=[CH:18][CH:17]=2)[OH:15])[CH2:7][CH2:6]1. (6) The product is: [CH2:34]([CH:36]1[CH2:41][O:40][CH2:39][CH2:38][N:37]1[CH2:6][C@H:7]1[CH2:12][N:11]([S:13]([C:16]2[S:17][CH:18]=[CH:19][CH:20]=2)(=[O:14])=[O:15])[CH2:10][CH2:9][N:8]1[C:21]1[CH:22]=[CH:23][C:24]([C:27]([OH:33])([CH3:32])[C:28]([F:31])([F:30])[F:29])=[CH:25][CH:26]=1)[CH3:35]. Given the reactants CS(O[CH2:6][C@H:7]1[CH2:12][N:11]([S:13]([C:16]2[S:17][CH:18]=[CH:19][CH:20]=2)(=[O:15])=[O:14])[CH2:10][CH2:9][N:8]1[C:21]1[CH:26]=[CH:25][C:24]([C:27]([OH:33])([CH3:32])[C:28]([F:31])([F:30])[F:29])=[CH:23][CH:22]=1)(=O)=O.[CH2:34]([CH:36]1[CH2:41][O:40][CH2:39][CH2:38][NH:37]1)[CH3:35].C(=O)([O-])[O-].[K+].[K+], predict the reaction product. (7) Given the reactants [Cl:1][C:2]1[CH:7]=[CH:6][CH:5]=[CH:4][C:3]=1[C:8]1[O:9][C:10]2[C:15]([C:16](=[O:18])[CH:17]=1)=[C:14]([O:19][CH3:20])[CH:13]=[C:12]([O:21][CH3:22])[C:11]=2[C@@H:23]1[CH2:28][CH2:27][N:26]([CH3:29])[CH2:25][C@H:24]1[OH:30].[C:31](OC(=O)C)(=[O:33])[CH3:32].CN(C1C=CC=CN=1)C.C([O-])([O-])=O.[Na+].[Na+], predict the reaction product. The product is: [Cl:1][C:2]1[CH:7]=[CH:6][CH:5]=[CH:4][C:3]=1[C:8]1[O:9][C:10]2[C:15]([C:16](=[O:18])[CH:17]=1)=[C:14]([O:19][CH3:20])[CH:13]=[C:12]([O:21][CH3:22])[C:11]=2[C@@H:23]1[CH2:28][CH2:27][N:26]([CH3:29])[CH2:25][C@H:24]1[O:30][C:31](=[O:33])[CH3:32]. (8) The product is: [CH2:28]([N:31]([CH3:32])[CH2:2]/[CH:3]=[CH:4]/[C@H:5]1[CH2:10][CH2:9][C@H:8]([CH2:11][CH2:12][N:13]([CH3:27])[S:14]([C:17]2[CH:22]=[CH:21][C:20]([C:23]([F:26])([F:25])[F:24])=[CH:19][CH:18]=2)(=[O:16])=[O:15])[CH2:7][CH2:6]1)[CH:29]=[CH2:30]. Given the reactants Cl[CH2:2]/[CH:3]=[CH:4]/[C@H:5]1[CH2:10][CH2:9][C@H:8]([CH2:11][CH2:12][N:13]([CH3:27])[S:14]([C:17]2[CH:22]=[CH:21][C:20]([C:23]([F:26])([F:25])[F:24])=[CH:19][CH:18]=2)(=[O:16])=[O:15])[CH2:7][CH2:6]1.[CH2:28]([NH:31][CH3:32])[CH:29]=[CH2:30], predict the reaction product. (9) Given the reactants Br[C:2]1[CH:7]=[CH:6][CH:5]=[CH:4][C:3]=1[C:8]([F:11])([F:10])[F:9].C([Li])CCC.[O:17]=[C:18]1[CH2:23][CH2:22][N:21]([C:24]([O:26][C:27]([CH3:30])([CH3:29])[CH3:28])=[O:25])[CH2:20][CH2:19]1, predict the reaction product. The product is: [OH:17][C:18]1([C:2]2[CH:7]=[CH:6][CH:5]=[CH:4][C:3]=2[C:8]([F:11])([F:10])[F:9])[CH2:19][CH2:20][N:21]([C:24]([O:26][C:27]([CH3:30])([CH3:29])[CH3:28])=[O:25])[CH2:22][CH2:23]1.